Dataset: Forward reaction prediction with 1.9M reactions from USPTO patents (1976-2016). Task: Predict the product of the given reaction. (1) Given the reactants [Br:1]N1C(=O)CCC1=O.[C:9]([C:13]1[N:22]2[CH:23]=[CH:24][N:25]=[C:21]2[C:20]2[CH:19]=[CH:18][CH:17]=[CH:16][C:15]=2[N:14]=1)([CH3:12])([CH3:11])[CH3:10], predict the reaction product. The product is: [C:9]([C:13]1[N:22]2[C:23]([Br:1])=[CH:24][N:25]=[C:21]2[C:20]2[CH:19]=[CH:18][CH:17]=[CH:16][C:15]=2[N:14]=1)([CH3:12])([CH3:10])[CH3:11]. (2) The product is: [OH:40][C@H:35]1[CH2:34][CH2:33][C@@:32]2([CH3:37])[CH:6]([CH2:7][CH2:8][C:9]3[C:10]4[C@:28]([CH3:38])([CH2:29][CH2:30][C:31]=32)[C@@H:13]([C@@H:14]([CH3:27])[CH2:15][C:1]#[N:2])[CH2:12][CH:11]=4)[C:5]1([CH3:39])[CH3:4]. Given the reactants [C-:1]#[N:2].[K+].[CH3:4][C:5]1([CH3:39])[C@@H:35](O)[CH2:34][CH2:33][C@@:32]2([CH3:37])[CH:6]1[CH2:7][CH2:8][C:9]1[C:10]3[C@:28]([CH3:38])([CH2:29][CH2:30][C:31]=12)[C@@H:13]([C@H:14]([CH3:27])[CH2:15]OS(C1C=CC(C)=CC=1)(=O)=O)[CH2:12][CH:11]=3.[OH2:40], predict the reaction product. (3) Given the reactants [Br:1]Br.[CH3:3][Si:4]([C:7]#[C:8][C:9]1[CH:14]=[CH:13][C:12]([C:15](=[O:18])[CH2:16][CH3:17])=[CH:11][CH:10]=1)([CH3:6])[CH3:5], predict the reaction product. The product is: [Br:1][CH:16]([CH3:17])[C:15]([C:12]1[CH:11]=[CH:10][C:9]([C:8]#[C:7][Si:4]([CH3:5])([CH3:6])[CH3:3])=[CH:14][CH:13]=1)=[O:18].